Dataset: Tyrosyl-DNA phosphodiesterase HTS with 341,365 compounds. Task: Binary Classification. Given a drug SMILES string, predict its activity (active/inactive) in a high-throughput screening assay against a specified biological target. (1) The drug is O=C(NCCCn1ccnc1)c1c(NC(=O)c2ccc(OC)cc2)cccc1. The result is 0 (inactive). (2) The molecule is O=C(N(CC(C)C)c1c(n(CC(C)C)c(=O)[nH]c1=O)N)CN(C(=O)C(Oc1ccccc1)CC)C. The result is 0 (inactive). (3) The result is 0 (inactive). The molecule is Fc1ccc(C2N(C(=O)CN(C3CCCCCC3)C2=O)CCc2ccccc2)cc1.